From a dataset of Tox21: 12 toxicity assays (nuclear receptors and stress response pathways). Binary classification across 12 toxicity assays. (1) The compound is CC#Cc1cc(C)nc(Nc2ccccc2)n1. It tested positive (active) for: NR-AhR (Aryl hydrocarbon Receptor agonist activity), and SR-ARE (Antioxidant Response Element (oxidative stress)). (2) It tested positive (active) for: NR-Aromatase (Aromatase enzyme inhibition), SR-ARE (Antioxidant Response Element (oxidative stress)), SR-ATAD5 (ATAD5 genotoxicity (DNA damage)), SR-HSE (Heat Shock Element response), and SR-p53 (p53 tumor suppressor activation). The molecule is CC(C)C[C@H](NC(=O)[C@H](Cc1ccccc1)NC(=O)c1cnccn1)B(O)O. (3) The molecule is CN(C)CCOC(C)(c1ccccc1)c1ccccn1.O=C(O)CCC(=O)O. It tested positive (active) for: NR-ER (Estrogen Receptor agonist activity). (4) The drug is Cc1ccc2c(c1N)C(=O)c1ccccc1C2=O. It tested positive (active) for: NR-AR (Androgen Receptor agonist activity), NR-AhR (Aryl hydrocarbon Receptor agonist activity), NR-ER (Estrogen Receptor agonist activity), NR-ER-LBD (Estrogen Receptor Ligand Binding Domain agonist), SR-ARE (Antioxidant Response Element (oxidative stress)), SR-ATAD5 (ATAD5 genotoxicity (DNA damage)), and SR-MMP (Mitochondrial Membrane Potential disruption). (5) The drug is N#CSc1ccc(N)c([N+](=O)[O-])c1. It tested positive (active) for: SR-MMP (Mitochondrial Membrane Potential disruption).